Dataset: Forward reaction prediction with 1.9M reactions from USPTO patents (1976-2016). Task: Predict the product of the given reaction. (1) Given the reactants Br[C:2]1[CH:7]=[CH:6][C:5]([S:8]([NH:11][C:12]2[CH:17]=[CH:16][C:15]([C@@H:18]3[CH2:22][CH2:21][N:20]([CH2:23][CH2:24][CH3:25])[CH2:19]3)=[CH:14][CH:13]=2)(=[O:10])=[O:9])=[CH:4][CH:3]=1.[CH:26]1(B(O)O)[CH2:28][CH2:27]1.P([O-])([O-])([O-])=O.[K+].[K+].[K+], predict the reaction product. The product is: [CH:26]1([C:2]2[CH:3]=[CH:4][C:5]([S:8]([NH:11][C:12]3[CH:17]=[CH:16][C:15]([C@@H:18]4[CH2:22][CH2:21][N:20]([CH2:23][CH2:24][CH3:25])[CH2:19]4)=[CH:14][CH:13]=3)(=[O:9])=[O:10])=[CH:6][CH:7]=2)[CH2:28][CH2:27]1. (2) Given the reactants [N:1]1[C:10]2[C:5](=[N:6][CH:7]=[CH:8][CH:9]=2)[CH:4]=[CH:3][C:2]=1[CH2:11][O:12][C:13]1[CH:18]=[CH:17][C:16]([C:19](=[O:27])[CH2:20][C:21]2[CH:26]=[CH:25][N:24]=[CH:23][CH:22]=2)=[CH:15][CH:14]=1.CO[CH:30](OC)[N:31]([CH3:33])[CH3:32], predict the reaction product. The product is: [N:1]1[C:10]2[C:5](=[N:6][CH:7]=[CH:8][CH:9]=2)[CH:4]=[CH:3][C:2]=1[CH2:11][O:12][C:13]1[CH:14]=[CH:15][C:16]([C:19](=[O:27])[C:20]([C:21]2[CH:22]=[CH:23][N:24]=[CH:25][CH:26]=2)=[CH:30][N:31]([CH3:33])[CH3:32])=[CH:17][CH:18]=1. (3) The product is: [CH3:20][C:16]1([CH3:21])[CH2:17][CH2:18][CH2:19][CH:14]([S:9][C:6]2[CH:7]=[CH:8][C:3]([C:1]#[N:2])=[CH:4][CH:5]=2)[CH2:15]1. Given the reactants [C:1]([C:3]1[CH:8]=[CH:7][C:6]([SH:9])=[CH:5][CH:4]=1)#[N:2].S(C1C=CC(C)=CC=1)(O[CH:14]1[CH2:19][CH2:18][CH2:17][C:16]([CH3:21])([CH3:20])[CH2:15]1)(=O)=O.C(=O)([O-])[O-].[K+].[K+], predict the reaction product. (4) Given the reactants [NH:1]1[C:9]2[C:4](=[CH:5][CH:6]=[CH:7][CH:8]=2)[C:3]([C:10]([OH:12])=O)=[CH:2]1.Cl.[CH3:14][NH:15][O:16][CH3:17].C1C=CC(P(C2C=CC=CC=2)C2C=CC=CC=2)=CC=1.C(Cl)(Cl)(Cl)Cl, predict the reaction product. The product is: [CH3:17][O:16][N:15]([CH3:14])[C:10]([C:3]1[C:4]2[C:9](=[CH:8][CH:7]=[CH:6][CH:5]=2)[NH:1][CH:2]=1)=[O:12]. (5) Given the reactants [O:1]1[CH2:4][C:3](=[CH:5][C:6]([O:8][CH2:9][CH3:10])=[O:7])[CH2:2]1.[NH3:11], predict the reaction product. The product is: [NH2:11][C:3]1([CH2:5][C:6]([O:8][CH2:9][CH3:10])=[O:7])[CH2:4][O:1][CH2:2]1.